Task: Predict the product of the given reaction.. Dataset: Forward reaction prediction with 1.9M reactions from USPTO patents (1976-2016) (1) The product is: [Cl:34][C:35]1[CH:36]=[C:37]([CH:38]=[CH:39][CH:40]=1)[O:41][C:20]1[N:21]=[C:22]([CH2:25][CH2:26][CH3:27])[C:23]2[N:24]=[C:16]([C:12]3[CH:13]=[C:14]([CH3:15])[C:9]([O:8][CH2:7][C:6]([O:5][C:1]([CH3:4])([CH3:3])[CH3:2])=[O:33])=[C:10]([CH3:32])[CH:11]=3)[O:17][C:18]=2[N:19]=1. Given the reactants [C:1]([O:5][C:6](=[O:33])[CH2:7][O:8][C:9]1[C:14]([CH3:15])=[CH:13][C:12]([C:16]2[O:17][C:18]3[N:19]=[C:20](S(C)(=O)=O)[N:21]=[C:22]([CH2:25][CH2:26][CH3:27])[C:23]=3[N:24]=2)=[CH:11][C:10]=1[CH3:32])([CH3:4])([CH3:3])[CH3:2].[Cl:34][C:35]1[CH:36]=[C:37]([OH:41])[CH:38]=[CH:39][CH:40]=1, predict the reaction product. (2) Given the reactants [F:1][C:2]([F:35])([F:34])[C:3]1[CH:4]=[C:5]([CH:31]=[CH:32][CH:33]=1)[CH2:6][NH:7][C:8](=[O:30])[C:9]1[CH:14]=[CH:13][N:12]=[C:11]([C:15]2[CH:20]=[C:19]([O:21][CH2:22][C:23]([F:26])([F:25])[F:24])[CH:18]=[CH:17][C:16]=2[N+:27]([O-])=O)[CH:10]=1, predict the reaction product. The product is: [F:34][C:2]([F:1])([F:35])[C:3]1[CH:4]=[C:5]([CH:31]=[CH:32][CH:33]=1)[CH2:6][NH:7][C:8](=[O:30])[C:9]1[CH:14]=[CH:13][N:12]=[C:11]([C:15]2[CH:20]=[C:19]([O:21][CH2:22][C:23]([F:25])([F:24])[F:26])[CH:18]=[CH:17][C:16]=2[NH2:27])[CH:10]=1.